Dataset: Forward reaction prediction with 1.9M reactions from USPTO patents (1976-2016). Task: Predict the product of the given reaction. Given the reactants [Br:1][C:2]1[CH:11]=[CH:10][CH:9]=[C:8]2[C:3]=1[CH:4]=[CH:5][C:6](Cl)=[N:7]2.[H-].[Na+].[C:15](=O)(O)[O-:16].[Na+], predict the reaction product. The product is: [Br:1][C:2]1[CH:11]=[CH:10][CH:9]=[C:8]2[C:3]=1[CH:4]=[CH:5][C:6]([O:16][CH3:15])=[N:7]2.